This data is from Forward reaction prediction with 1.9M reactions from USPTO patents (1976-2016). The task is: Predict the product of the given reaction. (1) Given the reactants C[O:2][C:3](=O)[C:4]1([NH:11][C:12]([C:25]2[CH:30]=[CH:29][CH:28]=[CH:27][CH:26]=2)([C:19]2[CH:24]=[CH:23][CH:22]=[CH:21][CH:20]=2)[C:13]2[CH:18]=[CH:17][CH:16]=[CH:15][CH:14]=2)[CH:9]=[C:8]([CH3:10])[CH:7]=[CH:6][NH:5]1.[H-].C([Al+]CC(C)C)C(C)C.C(OCC)C.N, predict the reaction product. The product is: [CH3:10][C:8]1[CH:7]=[CH:6][NH:5][C:4]([NH:11][C:12]([C:25]2[CH:30]=[CH:29][CH:28]=[CH:27][CH:26]=2)([C:19]2[CH:20]=[CH:21][CH:22]=[CH:23][CH:24]=2)[C:13]2[CH:18]=[CH:17][CH:16]=[CH:15][CH:14]=2)([CH:3]=[O:2])[CH:9]=1. (2) The product is: [NH2:29][C:30]1[N:38]=[C:37]2[C:33]([N:34]=[CH:35][NH:36]2)=[C:32]([N:21]2[CH2:22][CH2:23][CH2:24][C@@H:20]2[CH2:19][O:18][C:17]2[CH:25]=[CH:26][CH:27]=[CH:28][C:16]=2[Cl:15])[N:31]=1. Given the reactants C(N(CC)CC)C.FC(F)(F)C(O)=O.[Cl:15][C:16]1[CH:28]=[CH:27][CH:26]=[CH:25][C:17]=1[O:18][CH2:19][C@H:20]1[CH2:24][CH2:23][CH2:22][NH:21]1.[NH2:29][C:30]1[N:38]=[C:37]2[C:33]([N:34]=[CH:35][NH:36]2)=[C:32](Cl)[N:31]=1, predict the reaction product.